Dataset: Reaction yield outcomes from USPTO patents with 853,638 reactions. Task: Predict the reaction yield, written as a fraction of the theoretical maximum amount of product (1.0 means a 100% yield; for example, 0.34 means a 34% yield). (1) The reactants are [CH3:1][O:2][C:3]1[CH:4]=[C:5]2[C:10](=[CH:11][C:12]=1[O:13][CH3:14])[N:9]=[CH:8][N:7]=[C:6]2[O:15][C:16]1[CH:26]=[CH:25][C:19]([O:20][CH2:21][C:22](O)=[O:23])=[CH:18][CH:17]=1.CCN=C=NCCCN(C)C.Cl.C1C=CC2N(O)N=NC=2C=1.[C:49]1([CH:55]2[CH2:60][CH2:59][NH:58][CH2:57][CH2:56]2)[CH:54]=[CH:53][CH:52]=[CH:51][CH:50]=1.C(=O)([O-])O.[Na+]. The catalyst is C(Cl)(Cl)Cl.O. The product is [CH3:1][O:2][C:3]1[CH:4]=[C:5]2[C:10](=[CH:11][C:12]=1[O:13][CH3:14])[N:9]=[CH:8][N:7]=[C:6]2[O:15][C:16]1[CH:17]=[CH:18][C:19]([O:20][CH2:21][C:22]([N:58]2[CH2:59][CH2:60][CH:55]([C:49]3[CH:54]=[CH:53][CH:52]=[CH:51][CH:50]=3)[CH2:56][CH2:57]2)=[O:23])=[CH:25][CH:26]=1. The yield is 0.300. (2) The yield is 0.940. The product is [CH:1]1([CH:7]([NH:18][C:19]2[CH:20]=[CH:21][C:22]([C:23]([OH:25])=[O:24])=[CH:27][CH:28]=2)[C:8]2[O:16][C:15]3[C:10](=[N:11][CH:12]=[CH:13][CH:14]=3)[C:9]=2[CH3:17])[CH2:6][CH2:5][CH2:4][CH2:3][CH2:2]1. The catalyst is C(O)C. The reactants are [CH:1]1([CH:7]([NH:18][C:19]2[CH:28]=[CH:27][C:22]([C:23]([O:25]C)=[O:24])=[CH:21][CH:20]=2)[C:8]2[O:16][C:15]3[C:10](=[N:11][CH:12]=[CH:13][CH:14]=3)[C:9]=2[CH3:17])[CH2:6][CH2:5][CH2:4][CH2:3][CH2:2]1.O1CCCC1.[OH-].[Na+]. (3) The reactants are [CH3:1][N:2]1[C:10]2[C:5](=[C:6]([CH:11]([NH2:13])[CH3:12])[CH:7]=[CH:8][CH:9]=2)[CH:4]=[CH:3]1.C([BH3-])#N.[Na+]. The catalyst is C(O)(=O)C. The product is [CH3:1][N:2]1[C:10]2[C:5](=[C:6]([CH:11]([NH2:13])[CH3:12])[CH:7]=[CH:8][CH:9]=2)[CH2:4][CH2:3]1. The yield is 0.780. (4) The reactants are [C:1]([O:5][C:6]([N:8]1[CH2:12][CH2:11][C:10]([CH3:14])([CH3:13])[C:9]1=[O:15])=[O:7])([CH3:4])([CH3:3])[CH3:2].C1C[O:19]CC1.C(O)C.[OH-].[Na+]. The catalyst is O. The product is [C:1]([O:5][C:6]([NH:8][CH2:12][CH2:11][C:10]([CH3:14])([CH3:13])[C:9]([OH:15])=[O:19])=[O:7])([CH3:4])([CH3:3])[CH3:2]. The yield is 0.850. (5) The reactants are [CH3:1][CH:2]1[CH2:4][CH:3]1[C:5]([OH:7])=[O:6].[OH-].[Na+].[CH2:10](Br)[C:11]1[CH:16]=[CH:15][CH:14]=[CH:13][CH:12]=1. The catalyst is CCCCCCCCCC[N+](CCCCCCCCCC)(CCCCCCCCCC)C.CCCCCCCCC[N+](CCCCCCCCC)(CCCCCCCCC)C.CCCCCCCC[N+](CCCCCCCC)(CCCCCCCC)C.[Cl-].[Cl-].[Cl-]. The product is [CH3:1][C@@H:2]1[CH2:4][C@H:3]1[C:5]([O:7][CH2:10][C:11]1[CH:16]=[CH:15][CH:14]=[CH:13][CH:12]=1)=[O:6]. The yield is 0.930.